Dataset: Drug-target binding data from BindingDB using Ki measurements. Task: Regression. Given a target protein amino acid sequence and a drug SMILES string, predict the binding affinity score between them. We predict pKi (pKi = -log10(Ki in M); higher means stronger inhibition). Dataset: bindingdb_ki. (1) The compound is O=C(CN1CCO[C@H](COc2cccnc2)C1)N1CCc2ccccc21. The pKi is 5.0. The target protein (Q8BLD9) has sequence MLPPGRNGTAHRARLGLQRQLAQVDAPGGSAAPLGPAQVVTAGLLTLLIVWTLLGNVLVCAAIVRSRHLRAKMTNIFIVSLAVSDLFVALLVMPWKAVAEVAGYWPFGAFCDIWVAFDIMCSTASILNLCIISVDRYWAISRPFRYERKMTQRVALVMVALAWTLSILISFIPVQLNWHRDKAGSQGREGLLSNETPWEEGWELDGRTENCDSSLNRTYAISSSLISFYIPVAIMIVTYTRIYRIAQVQIRRISSLERAAEHAQSCRSRGACEPDPSLRASIKKETKVFKTLSVIMGVFVCCWLPFFILNCMVPFCSSGDAQGPRTGFPCVSETTFDIFVWFGWANSSLNPIIYAFNADFRKVFAQLLGCSHLCFRTPVQTVNISNELISYNQDTVFHREIAAAYVHMIPNAVSSGDREVGEEEEAEEEGPFDHMSQISPTTPDGDLAAESVWELDCEEEVSLGKISPLTPNCFHKTA. (2) The compound is CN[C@@H](C)C(=O)N[C@H]1Cc2ccccc2[C@H]2CC[C@@H](C(=O)N[C@@H]3CCCc4ccccc43)N2C1=O. The target protein sequence is QLQDTSRYTVSNLSMQTHAARFKTFFNWPSSVLVNPEQLASAGFYYVGNSDDVKCFCCDGGLRCWESGDDPWVQHAKWFPRCEYLIRIKGQEFIRQVQASYPHLLEQLLSTS. The pKi is 8.4.